This data is from Forward reaction prediction with 1.9M reactions from USPTO patents (1976-2016). The task is: Predict the product of the given reaction. (1) Given the reactants [NH2:1][C:2]1[N:10]=[C:9]([O:11][CH2:12][CH2:13][CH2:14][CH3:15])[N:8]=[C:7]2[C:3]=1[NH:4][C:5](=[O:20])[N:6]2[CH2:16][CH2:17][CH2:18]Cl.[NH:21]1[CH2:25][CH2:24][CH2:23][CH2:22]1, predict the reaction product. The product is: [NH2:1][C:2]1[N:10]=[C:9]([O:11][CH2:12][CH2:13][CH2:14][CH3:15])[N:8]=[C:7]2[C:3]=1[NH:4][C:5](=[O:20])[N:6]2[CH2:16][CH2:17][CH2:18][N:21]1[CH2:25][CH2:24][CH2:23][CH2:22]1. (2) Given the reactants [CH3:1][C:2]1[CH:3]=[N:4][N:5]([CH2:7][CH2:8][CH:9]2[CH2:14][CH2:13][N:12](C(OC(C)(C)C)=O)[CH2:11][CH2:10]2)[CH:6]=1.Cl.O1CCOCC1, predict the reaction product. The product is: [CH3:1][C:2]1[CH:3]=[N:4][N:5]([CH2:7][CH2:8][CH:9]2[CH2:14][CH2:13][NH:12][CH2:11][CH2:10]2)[CH:6]=1. (3) Given the reactants [C:1]([C:5]1[CH:10]=[CH:9][C:8]([C:11]([C:13]2[NH:14][CH:15]=[CH:16][CH:17]=2)=[O:12])=[CH:7][CH:6]=1)([CH3:4])([CH3:3])[CH3:2].Br[CH2:19][CH2:20][NH:21][C:22](=[O:28])[O:23][C:24]([CH3:27])([CH3:26])[CH3:25].C([O-])([O-])=O.[Cs+].[Cs+], predict the reaction product. The product is: [C:1]([C:5]1[CH:10]=[CH:9][C:8]([C:11]([C:13]2[N:14]([CH2:19][CH2:20][NH:21][C:22](=[O:28])[O:23][C:24]([CH3:27])([CH3:26])[CH3:25])[CH:15]=[CH:16][CH:17]=2)=[O:12])=[CH:7][CH:6]=1)([CH3:4])([CH3:2])[CH3:3]. (4) Given the reactants [Cl:1][C:2]1[CH:51]=[CH:50][C:5]([C:6]([NH:8][C:9]2[CH:14]=[CH:13][C:12]([N:15]([CH2:23][CH2:24][N:25]3[C:29]([NH:30]C(C4C=CC=CC=4)(C4C=CC=CC=4)C4C=CC=CC=4)=[CH:28][CH:27]=[N:26]3)C(=O)OC(C)(C)C)=[CH:11][CH:10]=2)=[O:7])=[C:4]([N:52]([CH3:54])[CH3:53])[CH:3]=1.FC(F)(F)C(O)=O, predict the reaction product. The product is: [NH2:30][C:29]1[N:25]([CH2:24][CH2:23][NH:15][C:12]2[CH:11]=[CH:10][C:9]([NH:8][C:6](=[O:7])[C:5]3[CH:50]=[CH:51][C:2]([Cl:1])=[CH:3][C:4]=3[N:52]([CH3:53])[CH3:54])=[CH:14][CH:13]=2)[N:26]=[CH:27][CH:28]=1. (5) Given the reactants [CH:1]1([N:4]2[C:13]([C:14]#[N:15])=[C:12]([C:16]3[CH:21]=[CH:20][CH:19]=[C:18]([F:22])[CH:17]=3)[C:11]3[C:6](=[CH:7][CH:8]=[C:9]([O:23]C)[CH:10]=3)[C:5]2=[O:25])[CH2:3][CH2:2]1.[C-]#N.[Na+].Cl, predict the reaction product. The product is: [CH:1]1([N:4]2[C:13]([C:14]#[N:15])=[C:12]([C:16]3[CH:21]=[CH:20][CH:19]=[C:18]([F:22])[CH:17]=3)[C:11]3[C:6](=[CH:7][CH:8]=[C:9]([OH:23])[CH:10]=3)[C:5]2=[O:25])[CH2:2][CH2:3]1.